Dataset: Full USPTO retrosynthesis dataset with 1.9M reactions from patents (1976-2016). Task: Predict the reactants needed to synthesize the given product. (1) Given the product [F:30][C:31]1[CH:56]=[CH:55][CH:54]=[C:53]([F:57])[C:32]=1[C:33]([NH:35][C:36]1[S:40][CH:39]=[N:38][C:37]=1[C:41]1[NH:15][C:10]2[CH:9]=[C:8]([CH2:7][N:1]3[CH2:6][CH2:5][O:4][CH2:3][CH2:2]3)[CH:13]=[CH:12][C:11]=2[N:14]=1)=[O:34], predict the reactants needed to synthesize it. The reactants are: [N:1]1([CH2:7][C:8]2[CH:9]=[C:10]([NH2:15])[C:11]([NH2:14])=[CH:12][CH:13]=2)[CH2:6][CH2:5][O:4][CH2:3][CH2:2]1.C(Cl)CCl.C1C=CC2N(O)N=NC=2C=1.[F:30][C:31]1[CH:56]=[CH:55][CH:54]=[C:53]([F:57])[C:32]=1[C:33]([N:35](CC1C=CC(OC)=CC=1)[C:36]1[S:40][CH:39]=[N:38][C:37]=1[C:41](O)=O)=[O:34].C1(OC)C=CC=CC=1. (2) Given the product [CH2:14]([NH:17][C:2]1[C:3](=[O:13])[C:4]2[C:9]([C:10](=[O:12])[CH:11]=1)=[CH:8][CH:7]=[CH:6][CH:5]=2)[C:15]#[CH:16], predict the reactants needed to synthesize it. The reactants are: Br[C:2]1[C:3](=[O:13])[C:4]2[C:9]([C:10](=[O:12])[CH:11]=1)=[CH:8][CH:7]=[CH:6][CH:5]=2.[CH2:14]([NH2:17])[C:15]#[CH:16]. (3) The reactants are: [Br:1][C:2]1[CH:11]=[C:10]2[C:5]([C:6](Cl)=[N:7][C:8]([C:12]3[CH:13]=[N:14][CH:15]=[CH:16][CH:17]=3)=[N:9]2)=[CH:4][CH:3]=1.[CH3:19][NH2:20]. Given the product [Br:1][C:2]1[CH:11]=[C:10]2[C:5]([C:6]([NH:20][CH3:19])=[N:7][C:8]([C:12]3[CH:13]=[N:14][CH:15]=[CH:16][CH:17]=3)=[N:9]2)=[CH:4][CH:3]=1, predict the reactants needed to synthesize it.